Dataset: Reaction yield outcomes from USPTO patents with 853,638 reactions. Task: Predict the reaction yield, written as a fraction of the theoretical maximum amount of product (1.0 means a 100% yield; for example, 0.34 means a 34% yield). (1) The reactants are [CH3:1][O:2][CH2:3][CH2:4][OH:5].C(N(CC)CC)C.[CH3:13][S:14](Cl)(=[O:16])=[O:15]. The catalyst is ClCCl. The product is [CH3:1][O:2][CH2:3][CH2:4][O:5][S:14]([CH3:13])(=[O:16])=[O:15]. The yield is 0.590. (2) The reactants are [Cl:1][C:2]1[N:7]=[C:6](Cl)[CH:5]=[CH:4][N:3]=1.[F-].[K+].C([Sn](CCCC)(CCCC)[C:16]([O:18][CH2:19][CH3:20])=[CH2:17])CCC. The catalyst is CN(C=O)C.C1C=CC(P(C2C=CC=CC=2)[C-]2C=CC=C2)=CC=1.C1C=CC(P(C2C=CC=CC=2)[C-]2C=CC=C2)=CC=1.Cl[Pd]Cl.[Fe+2]. The product is [Cl:1][C:2]1[N:7]=[C:6]([C:16]([O:18][CH2:19][CH3:20])=[CH2:17])[CH:5]=[CH:4][N:3]=1. The yield is 0.800. (3) The reactants are [N+:1]([C:4]1[CH:12]=[C:11]2[C:7]([CH:8]=[CH:9][NH:10]2)=[CH:6][CH:5]=1)([O-:3])=[O:2].CCN(C(C)C)C(C)C.[C:22](Br)([CH3:25])([CH3:24])[CH3:23]. The catalyst is CCCC[N+](CCCC)(CCCC)CCCC.[I-].C1(C)C=CC=CC=1.[O-]S(C(F)(F)F)(=O)=O.[Zn+2].[O-]S(C(F)(F)F)(=O)=O. The product is [C:22]([C:8]1[C:7]2[C:11](=[CH:12][C:4]([N+:1]([O-:3])=[O:2])=[CH:5][CH:6]=2)[NH:10][CH:9]=1)([CH3:25])([CH3:24])[CH3:23]. The yield is 0.190.